This data is from Full USPTO retrosynthesis dataset with 1.9M reactions from patents (1976-2016). The task is: Predict the reactants needed to synthesize the given product. (1) Given the product [NH2:1][C:2]1[N:3]([CH3:24])[C:4](=[O:23])[C:5]2([C:15]3[C:10](=[CH:11][CH:12]=[C:13]([C:28]4[CH:29]=[CH:30][N:25]=[CH:26][CH:27]=4)[CH:14]=3)[O:9][CH:8]([C:17]3[CH:22]=[CH:21][CH:20]=[CH:19][CH:18]=3)[CH2:7]2)[N:6]=1, predict the reactants needed to synthesize it. The reactants are: [NH2:1][C:2]1[N:3]([CH3:24])[C:4](=[O:23])[C:5]2([C:15]3[C:10](=[CH:11][CH:12]=[C:13](Br)[CH:14]=3)[O:9][CH:8]([C:17]3[CH:22]=[CH:21][CH:20]=[CH:19][CH:18]=3)[CH2:7]2)[N:6]=1.[N:25]1[CH:30]=[CH:29][C:28](B(O)O)=[CH:27][CH:26]=1. (2) Given the product [CH2:1]([O:3][C:4]([C:6]1[N:11]=[C:10]([Br:22])[C:9]2[S:12][C:13]([C:15]3[CH:16]=[CH:17][CH:18]=[CH:19][CH:20]=3)=[N:14][C:8]=2[C:7]=1[OH:21])=[O:5])[CH3:2], predict the reactants needed to synthesize it. The reactants are: [CH2:1]([O:3][C:4]([C:6]1[N:11]=[CH:10][C:9]2[S:12][C:13]([C:15]3[CH:20]=[CH:19][CH:18]=[CH:17][CH:16]=3)=[N:14][C:8]=2[C:7]=1[OH:21])=[O:5])[CH3:2].[Br:22]N1C(=O)CCC1=O.